Dataset: Full USPTO retrosynthesis dataset with 1.9M reactions from patents (1976-2016). Task: Predict the reactants needed to synthesize the given product. (1) The reactants are: [CH2:1]1[C:10]2[C:5](=[CH:6][CH:7]=[C:8]([C:11]3([OH:28])[CH2:16][CH2:15][N:14]([CH2:17][C:18]([C:20]4[CH:25]=[CH:24][C:23]([OH:26])=[C:22]([F:27])[CH:21]=4)=[O:19])[CH2:13][CH2:12]3)[CH:9]=2)[CH2:4][CH2:3][O:2]1.C(N(CC)CC)C.[CH:36]([Si:39](Cl)([CH:43]([CH3:45])[CH3:44])[CH:40]([CH3:42])[CH3:41])([CH3:38])[CH3:37].O. Given the product [CH2:1]1[C:10]2[C:5](=[CH:6][CH:7]=[C:8]([C:11]3([OH:28])[CH2:16][CH2:15][N:14]([CH2:17][C:18]([C:20]4[CH:25]=[CH:24][C:23]([O:26][Si:39]([CH:43]([CH3:45])[CH3:44])([CH:40]([CH3:42])[CH3:41])[CH:36]([CH3:38])[CH3:37])=[C:22]([F:27])[CH:21]=4)=[O:19])[CH2:13][CH2:12]3)[CH:9]=2)[CH2:4][CH2:3][O:2]1, predict the reactants needed to synthesize it. (2) Given the product [O:25]1[CH:29]=[CH:28][C:27]([C:2]2[C:7]3[C:8](=[O:24])[N:9]4[CH2:16][CH2:15][N:14]([C:17]([O:19][C:20]([CH3:21])([CH3:22])[CH3:23])=[O:18])[CH2:13][CH:10]4[CH2:11][O:12][C:6]=3[CH:5]=[CH:4][CH:3]=2)=[CH:26]1, predict the reactants needed to synthesize it. The reactants are: Br[C:2]1[C:7]2[C:8](=[O:24])[N:9]3[CH2:16][CH2:15][N:14]([C:17]([O:19][C:20]([CH3:23])([CH3:22])[CH3:21])=[O:18])[CH2:13][CH:10]3[CH2:11][O:12][C:6]=2[CH:5]=[CH:4][CH:3]=1.[O:25]1[CH:29]=[CH:28][C:27](B(O)O)=[CH:26]1.C(=O)([O-])[O-].[K+].[K+].O. (3) Given the product [Cl:1][C:2]1[C:3]2[CH2:16][CH2:15][N:14]([C:17]([O:19][C:20]([CH3:23])([CH3:22])[CH3:21])=[O:18])[CH2:13][CH2:12][C:4]=2[CH:5]=[C:6]2[C:11]=1[N:10]([CH3:26])[CH2:9][CH2:8][CH2:7]2, predict the reactants needed to synthesize it. The reactants are: [Cl:1][C:2]1[C:3]2[CH2:16][CH2:15][N:14]([C:17]([O:19][C:20]([CH3:23])([CH3:22])[CH3:21])=[O:18])[CH2:13][CH2:12][C:4]=2[CH:5]=[C:6]2[C:11]=1[NH:10][CH2:9][CH2:8][CH2:7]2.C=O.[C:26]([BH3-])#N.[Na+].C(O)(=O)C.